This data is from Peptide-MHC class II binding affinity with 134,281 pairs from IEDB. The task is: Regression. Given a peptide amino acid sequence and an MHC pseudo amino acid sequence, predict their binding affinity value. This is MHC class II binding data. (1) The peptide sequence is KFAEGRRGAAEVLVVK. The MHC is DRB3_0101 with pseudo-sequence DRB3_0101. The binding affinity (normalized) is 0. (2) The peptide sequence is AVIRGKKGAGGITIK. The MHC is DRB1_1501 with pseudo-sequence DRB1_1501. The binding affinity (normalized) is 0.397. (3) The peptide sequence is AFALVLLFCALASSC. The MHC is DRB1_1501 with pseudo-sequence DRB1_1501. The binding affinity (normalized) is 0.325. (4) The peptide sequence is EKKYFAATQCEPLAA. The MHC is HLA-DPA10103-DPB10601 with pseudo-sequence HLA-DPA10103-DPB10601. The binding affinity (normalized) is 0.563. (5) The peptide sequence is FILATDIAEMGANLC. The MHC is HLA-DQA10201-DQB10402 with pseudo-sequence HLA-DQA10201-DQB10402. The binding affinity (normalized) is 0.368. (6) The peptide sequence is GAVFLGFLGAAGSTMG. The MHC is HLA-DQA10104-DQB10503 with pseudo-sequence HLA-DQA10104-DQB10503. The binding affinity (normalized) is 0.417. (7) The peptide sequence is GWPYIGSRSQIIGRS. The MHC is DRB1_1302 with pseudo-sequence DRB1_1302. The binding affinity (normalized) is 0.431.